From a dataset of Forward reaction prediction with 1.9M reactions from USPTO patents (1976-2016). Predict the product of the given reaction. Given the reactants [N+:1]([C:4]1[CH:5]=[C:6]2[C:11](=[CH:12][CH:13]=1)[NH:10][C:9](=O)[NH:8][C:7]2=O)([O-:3])=[O:2].P(Cl)(Cl)([Cl:18])=O.[CH2:21]([NH2:26])[C:22]([CH3:25])([CH3:24])[CH3:23], predict the reaction product. The product is: [Cl:18][C:9]1[N:8]=[C:7]([NH:26][CH2:21][C:22]([CH3:25])([CH3:24])[CH3:23])[C:6]2[C:11](=[CH:12][CH:13]=[C:4]([N+:1]([O-:3])=[O:2])[CH:5]=2)[N:10]=1.